Dataset: Full USPTO retrosynthesis dataset with 1.9M reactions from patents (1976-2016). Task: Predict the reactants needed to synthesize the given product. (1) Given the product [O:6]=[C:2]1[N:3]([C:11]([O:12][C:13]2[CH:34]=[C:27]([F:26])[C:28]([CH:29]=[O:30])=[C:31]([F:36])[CH:32]=2)=[O:17])[CH2:4][CH2:5][O:1]1, predict the reactants needed to synthesize it. The reactants are: [O:1]1[CH2:5][CH2:4][NH:3][C:2]1=[O:6].ClC(Cl)(O[C:11](=[O:17])[O:12][C:13](Cl)(Cl)Cl)Cl.C(N(CC)CC)C.[F:26][C:27]1[CH:34]=C(O)[CH:32]=[C:31]([F:36])[C:28]=1[CH:29]=[O:30].N1C=CC=CC=1. (2) Given the product [Br:1][C:2]1[CH:3]=[CH:4][C:5]([NH:8][C:9]2[S:10][CH:13]=[C:14]([CH2:15][O:16][C:17](=[O:19])[CH3:18])[N:11]=2)=[N:6][CH:7]=1, predict the reactants needed to synthesize it. The reactants are: [Br:1][C:2]1[CH:3]=[CH:4][C:5]([NH:8][C:9]([NH2:11])=[S:10])=[N:6][CH:7]=1.Cl[CH2:13][C:14](=O)[CH2:15][O:16][C:17](=[O:19])[CH3:18].O. (3) Given the product [Br:2][C:3]1[CH:8]=[CH:7][N:6]=[C:5]([C:9]([C:12]2[CH:13]=[CH:14][C:15]([O:18][CH2:24][CH2:23][CH2:22][N:21]([CH3:26])[CH3:20])=[CH:16][CH:17]=2)([CH3:10])[CH3:11])[CH:4]=1, predict the reactants needed to synthesize it. The reactants are: [Na].[Br:2][C:3]1[CH:8]=[CH:7][N:6]=[C:5]([C:9]([C:12]2[CH:17]=[CH:16][C:15]([OH:18])=[CH:14][CH:13]=2)([CH3:11])[CH3:10])[CH:4]=1.Cl.[CH3:20][N:21]([CH3:26])[CH2:22][CH2:23][CH2:24]Cl. (4) Given the product [C:10]([C:3]1[CH:4]=[CH:5][C:6]([O:8][CH3:9])=[CH:7][C:2]=1[NH:1][C:21]([C:18]1[S:19][CH:20]=[C:16]([CH:13]([CH3:15])[CH3:14])[N:17]=1)=[O:22])(=[O:12])[CH3:11], predict the reactants needed to synthesize it. The reactants are: [NH2:1][C:2]1[CH:7]=[C:6]([O:8][CH3:9])[CH:5]=[CH:4][C:3]=1[C:10](=[O:12])[CH3:11].[CH:13]([C:16]1[N:17]=[C:18]([C:21](Cl)=[O:22])[S:19][CH:20]=1)([CH3:15])[CH3:14]. (5) Given the product [CH:1]1([O:5][C:6]2[C:15]([C:16]3[CH:20]=[N:19][N:18]4[CH2:21][CH2:22][NH:23][C:17]=34)=[CH:14][CH:13]=[C:12]3[C:7]=2[CH2:8][CH2:9][C@H:10]([CH3:36])[N:11]3[C:31]([CH:33]2[CH2:34][CH2:35]2)=[O:32])[CH2:4][CH2:3][CH2:2]1, predict the reactants needed to synthesize it. The reactants are: [CH:1]1([O:5][C:6]2[C:15]([C:16]3[CH:20]=[N:19][N:18]4[CH2:21][CH2:22][N:23](C(OC(C)(C)C)=O)[C:17]=34)=[CH:14][CH:13]=[C:12]3[C:7]=2[CH2:8][CH2:9][C@H:10]([CH3:36])[N:11]3[C:31]([CH:33]2[CH2:35][CH2:34]2)=[O:32])[CH2:4][CH2:3][CH2:2]1.FC(F)(F)C(O)=O. (6) Given the product [CH:62]1([C:54]2[C:55]3[C:60](=[CH:59][CH:58]=[CH:57][C:56]=3[NH:61][C:20]([C:17]3[N:14]4[CH:15]=[CH:16][C:11]([O:10][CH2:9][CH2:8][N:5]5[CH2:4][CH2:3][N:2]([CH3:1])[CH2:7][CH2:6]5)=[CH:12][C:13]4=[N:19][CH:18]=3)=[O:22])[N:52]([CH2:51][C:47]3[CH:46]=[CH:45][C:44]([OH:43])=[C:49]([CH3:50])[N:48]=3)[N:53]=2)[CH2:63][CH2:64]1, predict the reactants needed to synthesize it. The reactants are: [CH3:1][N:2]1[CH2:7][CH2:6][N:5]([CH2:8][CH2:9][O:10][C:11]2[CH:16]=[CH:15][N:14]3[C:17]([C:20]([O-:22])=O)=[CH:18][N:19]=[C:13]3[CH:12]=2)[CH2:4][CH2:3]1.[Li+].ClC1C=C(Cl)C=C(Cl)C=1C(Cl)=O.[Si]([O:43][C:44]1[CH:45]=[CH:46][C:47]([CH2:51][N:52]2[C:60]3[CH:59]=[CH:58][CH:57]=[C:56]([NH2:61])[C:55]=3[C:54]([CH:62]3[CH2:64][CH2:63]3)=[N:53]2)=[N:48][C:49]=1[CH3:50])(C(C)(C)C)(C)C.[OH-].[Na+].[NH4+].[Cl-].